From a dataset of hERG Central: cardiac toxicity at 1µM, 10µM, and general inhibition. Predict hERG channel inhibition at various concentrations. (1) The drug is CCOC(=O)C1(Cc2cccc(F)c2)CCN(CCCn2cccn2)CC1. Results: hERG_inhib (hERG inhibition (general)): blocker. (2) The drug is O=[N+]([O-])c1ccc(OCC(O)CN(C2CCCCC2)C2CCCCC2)cc1. Results: hERG_inhib (hERG inhibition (general)): blocker. (3) Results: hERG_inhib (hERG inhibition (general)): blocker. The compound is COc1ccc(C(=O)OCC(=O)NC2CC2)cc1S(=O)(=O)N(C)Cc1ccccc1. (4) The compound is O=C(NCc1cccc(Cl)c1)C1CCCN(c2ncnc3c2nc2n3CCCCC2)C1. Results: hERG_inhib (hERG inhibition (general)): blocker.